From a dataset of Forward reaction prediction with 1.9M reactions from USPTO patents (1976-2016). Predict the product of the given reaction. (1) Given the reactants [F:1][C:2]1[CH:7]=[CH:6][CH:5]=[CH:4][C:3]=1[N:8]1[C:16]2[C:11](=[C:12]([N:17]3[CH2:24][CH:23]4[CH:19]([CH2:20][NH:21][CH2:22]4)[C:18]3=[O:25])[CH:13]=[CH:14][CH:15]=2)[CH:10]=[N:9]1.C(N(C(C)C)C(C)C)C.[OH:35][CH:36]([CH3:41])[CH2:37][C:38](O)=[O:39].F[P-](F)(F)(F)(F)F.CN(C(N1C2C(=NC=CC=2)[N+]([O-])=N1)=[N+](C)C)C, predict the reaction product. The product is: [F:1][C:2]1[CH:7]=[CH:6][CH:5]=[CH:4][C:3]=1[N:8]1[C:16]2[C:11](=[C:12]([N:17]3[CH2:24][C@@H:23]4[C@H:19]([CH2:20][N:21]([C:38](=[O:39])[CH2:37][CH:36]([OH:35])[CH3:41])[CH2:22]4)[C:18]3=[O:25])[CH:13]=[CH:14][CH:15]=2)[CH:10]=[N:9]1. (2) Given the reactants [C:1]([O:7][C:8]([CH3:11])([CH3:10])[CH3:9])(=[O:6])[CH2:2][C:3]([CH3:5])=[O:4].CC(C)([O-])C.[K+].Cl[C:19](=[N:25]O)[C:20]([O:22][CH2:23][CH3:24])=[O:21], predict the reaction product. The product is: [CH3:5][C:3]1[O:4][N:25]=[C:19]([C:20]([O:22][CH2:23][CH3:24])=[O:21])[C:2]=1[C:1]([O:7][C:8]([CH3:11])([CH3:10])[CH3:9])=[O:6]. (3) Given the reactants Cl[S:2]([C:5]1[CH:6]=[C:7]([CH:11]=[CH:12][CH:13]=1)[C:8]([OH:10])=[O:9])(=[O:4])=[O:3].[NH:14]1[CH2:19][CH2:18][CH2:17][CH:16]([C:20]([O:22][CH2:23][CH3:24])=[O:21])[CH2:15]1, predict the reaction product. The product is: [CH2:23]([O:22][C:20]([CH:16]1[CH2:17][CH2:18][CH2:19][N:14]([S:2]([C:5]2[CH:6]=[C:7]([CH:11]=[CH:12][CH:13]=2)[C:8]([OH:10])=[O:9])(=[O:4])=[O:3])[CH2:15]1)=[O:21])[CH3:24].